Dataset: Reaction yield outcomes from USPTO patents with 853,638 reactions. Task: Predict the reaction yield, written as a fraction of the theoretical maximum amount of product (1.0 means a 100% yield; for example, 0.34 means a 34% yield). The reactants are [Cl-].O[NH3+:3].[C:4](=[O:7])([O-])[OH:5].[Na+].CS(C)=O.[CH2:13]([C:17]1[N:18]=[C:19]([CH3:46])[N:20]([CH2:39][CH:40]2[CH2:45][CH2:44][CH2:43][CH2:42][CH2:41]2)[C:21](=[O:38])[C:22]=1[CH2:23][C:24]1[CH:29]=[CH:28][C:27]([C:30]2[C:31]([C:36]#[N:37])=[CH:32][CH:33]=[CH:34][CH:35]=2)=[CH:26][CH:25]=1)[CH2:14][CH2:15][CH3:16]. The catalyst is C(OCC)(=O)C. The product is [CH2:13]([C:17]1[N:18]=[C:19]([CH3:46])[N:20]([CH2:39][CH:40]2[CH2:45][CH2:44][CH2:43][CH2:42][CH2:41]2)[C:21](=[O:38])[C:22]=1[CH2:23][C:24]1[CH:29]=[CH:28][C:27]([C:30]2[CH:35]=[CH:34][CH:33]=[CH:32][C:31]=2[C:36]2[NH:3][C:4](=[O:7])[O:5][N:37]=2)=[CH:26][CH:25]=1)[CH2:14][CH2:15][CH3:16]. The yield is 0.330.